From a dataset of Peptide-MHC class I binding affinity with 185,985 pairs from IEDB/IMGT. Regression. Given a peptide amino acid sequence and an MHC pseudo amino acid sequence, predict their binding affinity value. This is MHC class I binding data. (1) The peptide sequence is SIYSRPKIK. The MHC is HLA-A68:01 with pseudo-sequence HLA-A68:01. The binding affinity (normalized) is 0.447. (2) The peptide sequence is YLKNYKNFDY. The MHC is HLA-A68:01 with pseudo-sequence HLA-A68:01. The binding affinity (normalized) is 0.178.